Dataset: Peptide-MHC class II binding affinity with 134,281 pairs from IEDB. Task: Regression. Given a peptide amino acid sequence and an MHC pseudo amino acid sequence, predict their binding affinity value. This is MHC class II binding data. (1) The peptide sequence is AAEILRPTKRFPPALPIWAR. The MHC is DRB1_0101 with pseudo-sequence DRB1_0101. The binding affinity (normalized) is 0.485. (2) The peptide sequence is QSKLSRNFTKGVKKI. The MHC is H-2-IAb with pseudo-sequence H-2-IAb. The binding affinity (normalized) is 0. (3) The peptide sequence is KTDCTKEVEEAWASA. The MHC is HLA-DQA10102-DQB10602 with pseudo-sequence HLA-DQA10102-DQB10602. The binding affinity (normalized) is 0.534. (4) The peptide sequence is DLKYTYAFTKKVK. The MHC is DRB1_0401 with pseudo-sequence DRB1_0401. The binding affinity (normalized) is 0.217. (5) The peptide sequence is GKVDTGVAVSRGTAK. The MHC is DRB1_0901 with pseudo-sequence DRB1_0901. The binding affinity (normalized) is 0.389. (6) The peptide sequence is SMDVLAEKKYPDLNFDNT. The MHC is DRB1_0101 with pseudo-sequence DRB1_0101. The binding affinity (normalized) is 0. (7) The peptide sequence is QIKGRSWENTTVDLS. The MHC is DRB1_0101 with pseudo-sequence DRB1_0101. The binding affinity (normalized) is 0.276. (8) The peptide sequence is EIDSADKSGCIHNHD. The MHC is DRB3_0101 with pseudo-sequence DRB3_0101. The binding affinity (normalized) is 0.0957. (9) The peptide sequence is NMVVERLGDYLVEQG. The binding affinity (normalized) is 0.353. The MHC is HLA-DQA10102-DQB10602 with pseudo-sequence HLA-DQA10102-DQB10602. (10) The MHC is DRB4_0101 with pseudo-sequence DRB4_0103. The peptide sequence is AGLLRLLFHDCFANG. The binding affinity (normalized) is 0.748.